Task: Predict the product of the given reaction.. Dataset: Forward reaction prediction with 1.9M reactions from USPTO patents (1976-2016) (1) The product is: [Cl:1][C:2]1[N:7]=[CH:6][C:5]2[N:8]=[C:9]([CH2:17][OH:18])[N:10]([C@@H:11]([CH3:16])[C:12]([F:13])([F:14])[F:15])[C:4]=2[CH:3]=1. Given the reactants [Cl:1][C:2]1[N:7]=[CH:6][C:5]2[N:8]=[C:9]([CH2:17][O:18]C(=O)C)[N:10]([C@@H:11]([CH3:16])[C:12]([F:15])([F:14])[F:13])[C:4]=2[CH:3]=1, predict the reaction product. (2) Given the reactants [Br:1][CH2:2][C:3]([C:5]1[CH:14]=[CH:13][C:12]2[C:7](=[CH:8][CH:9]=[CH:10][CH:11]=2)[N:6]=1)=O.[NH:15]1[CH2:19][CH2:18][NH:17][C:16]1=[S:20], predict the reaction product. The product is: [BrH:1].[S:20]1[CH:2]=[C:3]([C:5]2[CH:14]=[CH:13][C:12]3[C:7](=[CH:8][CH:9]=[CH:10][CH:11]=3)[N:6]=2)[N:17]2[CH2:18][CH2:19][N:15]=[C:16]12. (3) The product is: [F:11][C:4]1[CH:3]=[C:2]2[C:9]([CH:10]=[N:12][NH:1]2)=[CH:8][C:5]=1[C:6]#[N:7]. Given the reactants [NH2:1][C:2]1[C:9]([CH3:10])=[CH:8][C:5]([C:6]#[N:7])=[C:4]([F:11])[CH:3]=1.[N:12]([O-])=O.[Na+].[OH-].[Na+], predict the reaction product.